The task is: Predict the reactants needed to synthesize the given product.. This data is from Full USPTO retrosynthesis dataset with 1.9M reactions from patents (1976-2016). (1) Given the product [CH3:18][O:19][C:20]1[CH:29]=[CH:28][C:23]([CH2:24][N:25]([CH3:27])[NH:26][C:15]([C:11]2[CH:10]=[C:9]([C:4]3[CH:5]=[CH:6][CH:7]=[CH:8][C:3]=3[O:2][CH3:1])[O:13][C:12]=2[CH3:14])=[O:17])=[CH:22][CH:21]=1, predict the reactants needed to synthesize it. The reactants are: [CH3:1][O:2][C:3]1[CH:8]=[CH:7][CH:6]=[CH:5][C:4]=1[C:9]1[O:13][C:12]([CH3:14])=[C:11]([C:15]([OH:17])=O)[CH:10]=1.[CH3:18][O:19][C:20]1[CH:29]=[CH:28][C:23]([CH2:24][N:25]([CH3:27])[NH2:26])=[CH:22][CH:21]=1. (2) Given the product [CH2:1]([C:5]1[N:6]([CH2:35][C:36]2[CH:41]=[CH:40][C:39]([C:42]3[CH:47]=[CH:46][CH:45]=[CH:44][C:43]=3[C:48]3[NH:52][N:51]=[N:50][N:49]=3)=[CH:38][CH:37]=2)[C:7]([C:11]([O:13][CH:14]([O:16][C:17]([O:19][CH2:20][CH2:21][CH:22]([CH3:34])[C@@H:23]([O:30][N+:31]([O-:33])=[O:32])[C@H:24]([O:26][N+:27]([O-:29])=[O:28])[CH3:25])=[O:18])[CH3:15])=[O:12])=[C:8]([Cl:10])[N:9]=1)[CH2:2][CH2:3][CH3:4], predict the reactants needed to synthesize it. The reactants are: [CH2:1]([C:5]1[N:6]([CH2:35][C:36]2[CH:41]=[CH:40][C:39]([C:42]3[CH:47]=[CH:46][CH:45]=[CH:44][C:43]=3[C:48]3[N:52](C(C4C=CC=CC=4)(C4C=CC=CC=4)C4C=CC=CC=4)[N:51]=[N:50][N:49]=3)=[CH:38][CH:37]=2)[C:7]([C:11]([O:13][CH:14]([O:16][C:17]([O:19][CH2:20][CH2:21][CH:22]([CH3:34])[C@@H:23]([O:30][N+:31]([O-:33])=[O:32])[C@H:24]([O:26][N+:27]([O-:29])=[O:28])[CH3:25])=[O:18])[CH3:15])=[O:12])=[C:8]([Cl:10])[N:9]=1)[CH2:2][CH2:3][CH3:4].CO. (3) Given the product [F:40][C:39]1[CH:38]=[C:37]([C:41]([OH:44])([CH3:43])[CH3:42])[CH:36]=[C:35]([F:45])[C:34]=1[C:28]1[S:27][C:26]([NH:25][C:21]2[CH:22]=[CH:23][CH:24]=[C:19]([CH2:18][NH:10][CH2:11][C:12]([NH:14][CH:15]([CH3:17])[CH3:16])=[O:13])[N:20]=2)=[C:30]([C:31]([NH2:33])=[O:32])[CH:29]=1, predict the reactants needed to synthesize it. The reactants are: C(OC(=O)[N:10]([CH2:18][C:19]1[CH:24]=[CH:23][CH:22]=[C:21]([NH:25][C:26]2[S:27][C:28]([C:34]3[C:39]([F:40])=[CH:38][C:37]([C:41]([OH:44])([CH3:43])[CH3:42])=[CH:36][C:35]=3[F:45])=[CH:29][C:30]=2[C:31]([NH2:33])=[O:32])[N:20]=1)[CH2:11][C:12]([NH:14][CH:15]([CH3:17])[CH3:16])=[O:13])C1C=CC=CC=1.[H][H]. (4) Given the product [CH:16]1([N:7]2[CH2:8][C:9]([F:15])([F:14])[C:10](=[O:13])[N:11]([CH3:12])[C:5]3[CH:4]=[N:3][C:2]([NH:35][C:36]4[CH:37]=[CH:38][C:39]([C:40]([NH:42][CH:43]5[CH2:48][CH2:47][O:46][CH2:45][CH2:44]5)=[O:41])=[CH:49][CH:50]=4)=[N:22][C:6]2=3)[CH2:21][CH2:20][CH2:19][CH2:18][CH2:17]1, predict the reactants needed to synthesize it. The reactants are: Cl[C:2]1[N:3]=[CH:4][C:5]2[N:11]([CH3:12])[C:10](=[O:13])[C:9]([F:15])([F:14])[CH2:8][N:7]([CH:16]3[CH2:21][CH2:20][CH2:19][CH2:18][CH2:17]3)[C:6]=2[N:22]=1.O.C1(C)C(S(O)(=O)=O)=CC=CC=1.[NH2:35][C:36]1[CH:50]=[CH:49][C:39]([C:40]([NH:42][CH:43]2[CH2:48][CH2:47][O:46][CH2:45][CH2:44]2)=[O:41])=[CH:38][CH:37]=1. (5) Given the product [Cl-:25].[NH2:20][C:17]1[CH:18]=[CH:19][C:14]([NH:13][C:6]2[C:5]3[C:10](=[CH:11][CH:12]=[C:3]([N:2]([CH3:1])[CH3:24])[CH:4]=3)[NH+:9]=[CH:8][CH:7]=2)=[CH:15][CH:16]=1, predict the reactants needed to synthesize it. The reactants are: [CH3:1][N:2]([CH3:24])[C:3]1[CH:4]=[C:5]2[C:10](=[CH:11][CH:12]=1)[N:9]=[CH:8][CH:7]=[C:6]2[NH:13][C:14]1[CH:19]=[CH:18][C:17]([NH:20]C(=O)C)=[CH:16][CH:15]=1.[ClH:25]. (6) Given the product [CH:20]([N:19]1[C:15]([C:13]2[N:14]=[C:7]3[C:6]4[CH:23]=[C:2]([C:24]5[CH:29]=[CH:28][CH:27]=[CH:26][CH:25]=5)[CH:3]=[CH:4][C:5]=4[O:11][CH2:10][CH2:9][N:8]3[CH:12]=2)=[N:16][CH:17]=[N:18]1)([CH3:22])[CH3:21], predict the reactants needed to synthesize it. The reactants are: Br[C:2]1[CH:3]=[CH:4][C:5]2[O:11][CH2:10][CH2:9][N:8]3[CH:12]=[C:13]([C:15]4[N:19]([CH:20]([CH3:22])[CH3:21])[N:18]=[CH:17][N:16]=4)[N:14]=[C:7]3[C:6]=2[CH:23]=1.[C:24]1(B(O)O)[CH:29]=[CH:28][CH:27]=[CH:26][CH:25]=1.C([O-])([O-])=O.[Cs+].[Cs+].O. (7) Given the product [Cl:23][C:24]1[C:25]([CH2:30][NH:31][C:20]([C@@H:13]2[CH2:12][N:11]([C:9]([O:8][CH2:1][C:2]3[CH:3]=[CH:4][CH:5]=[CH:6][CH:7]=3)=[O:10])[C@@H:16]([CH2:17][O:18][CH3:19])[CH2:15][CH2:14]2)=[O:22])=[N:26][CH:27]=[CH:28][N:29]=1, predict the reactants needed to synthesize it. The reactants are: [CH2:1]([O:8][C:9]([N:11]1[C@@H:16]([CH2:17][O:18][CH3:19])[CH2:15][CH2:14][C@H:13]([C:20]([OH:22])=O)[CH2:12]1)=[O:10])[C:2]1[CH:7]=[CH:6][CH:5]=[CH:4][CH:3]=1.[Cl:23][C:24]1[C:25]([CH2:30][NH2:31])=[N:26][CH:27]=[CH:28][N:29]=1.CN(C(ON1N=NC2C=CC=NC1=2)=[N+](C)C)C.F[P-](F)(F)(F)(F)F.C(N(CC)CC)C. (8) Given the product [C:25]([O:28][CH2:29][C:30]1[C:31]([N:45]2[CH2:56][CH2:55][N:54]3[C:47](=[CH:48][C:49]4[CH2:50][C:51]([CH3:58])([CH3:57])[CH2:52][C:53]=43)[C:46]2=[O:59])=[N:32][CH:33]=[CH:34][C:35]=1[C:2]1[CH:3]=[C:4]([NH:10][C:11]2[CH:24]=[C:14]3[CH2:15][N:16]([CH2:19][CH2:20][CH2:21][O:22][CH3:23])[CH2:17][CH2:18][N:13]3[N:12]=2)[C:5](=[O:9])[N:6]([CH3:8])[CH:7]=1)(=[O:27])[CH3:26], predict the reactants needed to synthesize it. The reactants are: Br[C:2]1[CH:3]=[C:4]([NH:10][C:11]2[CH:24]=[C:14]3[CH2:15][N:16]([CH2:19][CH2:20][CH2:21][O:22][CH3:23])[CH2:17][CH2:18][N:13]3[N:12]=2)[C:5](=[O:9])[N:6]([CH3:8])[CH:7]=1.[C:25]([O:28][CH2:29][C:30]1[C:31]([N:45]2[CH2:56][CH2:55][N:54]3[C:47](=[CH:48][C:49]4[CH2:50][C:51]([CH3:58])([CH3:57])[CH2:52][C:53]=43)[C:46]2=[O:59])=[N:32][CH:33]=[CH:34][C:35]=1B1OC(C)(C)C(C)(C)O1)(=[O:27])[CH3:26].[O-]P([O-])([O-])=O.[K+].[K+].[K+].O.C([O-])(=O)C.[Na+]. (9) Given the product [CH2:1]([C:8]1[CH:15]=[CH:14][C:11]([CH:12]=[O:13])=[C:10]([O:16][S:25]([C:28]([F:31])([F:30])[F:29])(=[O:26])=[O:24])[CH:9]=1)[C:2]1[CH:3]=[CH:4][CH:5]=[CH:6][CH:7]=1, predict the reactants needed to synthesize it. The reactants are: [CH2:1]([C:8]1[CH:15]=[CH:14][C:11]([CH:12]=[O:13])=[C:10]([OH:16])[CH:9]=1)[C:2]1[CH:7]=[CH:6][CH:5]=[CH:4][CH:3]=1.CCN(CC)CC.[O:24](S(C(F)(F)F)(=O)=O)[S:25]([C:28]([F:31])([F:30])[F:29])(=O)=[O:26]. (10) Given the product [NH2:22][C:19]1[NH:20][CH:21]=[C:17]([C:14]2[N:15]=[N:16][C:11]([NH:10][CH2:9][C:8]([C:5]3[CH:4]=[CH:3][C:2]([F:1])=[CH:7][CH:6]=3)([CH3:27])[CH3:26])=[CH:12][CH:13]=2)[N:18]=1, predict the reactants needed to synthesize it. The reactants are: [F:1][C:2]1[CH:7]=[CH:6][C:5]([C:8]([CH3:27])([CH3:26])[CH2:9][NH:10][C:11]2[N:16]=[N:15][C:14]([C:17]3[N:18]=[C:19]([NH:22]C(=O)C)[NH:20][CH:21]=3)=[CH:13][CH:12]=2)=[CH:4][CH:3]=1.Cl.